Predict the product of the given reaction. From a dataset of Forward reaction prediction with 1.9M reactions from USPTO patents (1976-2016). (1) Given the reactants C[O:2][C:3](=[O:17])[CH:4](Br)[C:5]1[CH:10]=[CH:9][CH:8]=[C:7]([O:11][C:12]([F:15])([F:14])[F:13])[CH:6]=1.[CH:18]1([SH:23])[CH2:22][CH2:21][CH2:20][CH2:19]1.[NH2:24][C:25]1[S:26][CH:27]=[CH:28][N:29]=1, predict the reaction product. The product is: [CH:18]1([S:23][CH:4]([C:5]2[CH:10]=[CH:9][CH:8]=[C:7]([O:11][C:12]([F:15])([F:14])[F:13])[CH:6]=2)[C:3]([OH:2])=[O:17])[CH2:22][CH2:21][CH2:20][CH2:19]1.[CH:18]1([S:23][CH:4]([C:5]2[CH:10]=[CH:9][CH:8]=[C:7]([O:11][C:12]([F:13])([F:14])[F:15])[CH:6]=2)[C:3]([NH:24][C:25]2[S:26][CH:27]=[CH:28][N:29]=2)=[O:17])[CH2:22][CH2:21][CH2:20][CH2:19]1. (2) Given the reactants [Cl-].[NH2:2][C:3]1[CH:4]=[C:5]([CH:8]=[CH:9][C:10]=1[C:11]([O:13][CH3:14])=[O:12])[CH2:6][NH3+:7].C(N(CC)CC)C.[CH3:22][S:23](Cl)(=[O:25])=[O:24], predict the reaction product. The product is: [NH2:2][C:3]1[CH:4]=[C:5]([CH2:6][NH:7][S:23]([CH3:22])(=[O:25])=[O:24])[CH:8]=[CH:9][C:10]=1[C:11]([O:13][CH3:14])=[O:12]. (3) Given the reactants [Cl:1][C:2]1[CH:7]=[CH:6][C:5](B(O)O)=[CH:4][CH:3]=1.Cl[C:12]1[C:18]2[CH:19]=[C:20]([C:23]3[O:27][N:26]=[C:25]([CH3:28])[N:24]=3)[CH:21]=[CH:22][C:17]=2[C:16]2[C:29]([CH3:32])=[N:30][O:31][C:15]=2[C@H:14]([CH2:33][C:34]([O:36][C:37]([CH3:40])([CH3:39])[CH3:38])=[O:35])[N:13]=1.C(=O)([O-])[O-].[Na+].[Na+], predict the reaction product. The product is: [Cl:1][C:2]1[CH:7]=[CH:6][C:5]([C:12]2[C:18]3[CH:19]=[C:20]([C:23]4[O:27][N:26]=[C:25]([CH3:28])[N:24]=4)[CH:21]=[CH:22][C:17]=3[C:16]3[C:29]([CH3:32])=[N:30][O:31][C:15]=3[C@H:14]([CH2:33][C:34]([O:36][C:37]([CH3:40])([CH3:39])[CH3:38])=[O:35])[N:13]=2)=[CH:4][CH:3]=1. (4) Given the reactants BrCCBr.C[Si](Cl)(C)C.[C:10]([O:14][C:15]([N:17]1[CH2:20][CH:19](I)[CH2:18]1)=[O:16])([CH3:13])([CH3:12])[CH3:11].Br[C:23]1[CH:28]=[CH:27][C:26]([N+:29]([O-:31])=[O:30])=[CH:25][N:24]=1, predict the reaction product. The product is: [C:10]([O:14][C:15]([N:17]1[CH2:20][CH:19]([C:23]2[CH:28]=[CH:27][C:26]([N+:29]([O-:31])=[O:30])=[CH:25][N:24]=2)[CH2:18]1)=[O:16])([CH3:13])([CH3:12])[CH3:11]. (5) Given the reactants Br[C:2]1[CH:6]=[CH:5][O:4][CH:3]=1.C([Li])CCC.COCN[C:16](=[O:27])[CH2:17][CH2:18][NH:19][C:20](=[O:26])[O:21][C:22]([CH3:25])([CH3:24])[CH3:23].[Cl-].[NH4+], predict the reaction product. The product is: [CH3:25][C:22]([O:21][C:20](=[O:26])[NH:19][CH2:18][CH2:17][C:16]([C:2]1[CH:6]=[CH:5][O:4][CH:3]=1)=[O:27])([CH3:23])[CH3:24].